Dataset: CYP3A4 substrate classification data from Carbon-Mangels et al.. Task: Regression/Classification. Given a drug SMILES string, predict its absorption, distribution, metabolism, or excretion properties. Task type varies by dataset: regression for continuous measurements (e.g., permeability, clearance, half-life) or binary classification for categorical outcomes (e.g., BBB penetration, CYP inhibition). Dataset: cyp3a4_substrate_carbonmangels. The molecule is CCC(=O)NS(=O)(=O)c1ccc(-c2c(-c3ccccc3)noc2C)cc1. The result is 0 (non-substrate).